Dataset: Catalyst prediction with 721,799 reactions and 888 catalyst types from USPTO. Task: Predict which catalyst facilitates the given reaction. (1) Reactant: [CH3:1][Mg]Br.[N:4]1[C:9]2[NH:10][C:11]3[C:16]([C:8]=2[CH:7]=[CH:6][CH:5]=1)=[CH:15][C:14]([CH:17]=[O:18])=[CH:13][CH:12]=3.[Cl-].[NH4+]. Product: [N:4]1[C:9]2[NH:10][C:11]3[C:16]([C:8]=2[CH:7]=[CH:6][CH:5]=1)=[CH:15][C:14]([CH:17]([OH:18])[CH3:1])=[CH:13][CH:12]=3. The catalyst class is: 1. (2) Reactant: [F:1][C:2]([F:24])([C:7]1[CH:16]=[CH:15][C:14]2[C:9](=[CH:10][CH:11]=[C:12]([C:17]([O:19]C(C)(C)C)=[O:18])[CH:13]=2)[N:8]=1)[C:3]([F:6])([F:5])[F:4].FC(F)(F)C(O)=O. Product: [F:24][C:2]([F:1])([C:7]1[CH:16]=[CH:15][C:14]2[C:9](=[CH:10][CH:11]=[C:12]([C:17]([OH:19])=[O:18])[CH:13]=2)[N:8]=1)[C:3]([F:6])([F:5])[F:4]. The catalyst class is: 4. (3) Reactant: C([Li])CCC.Br[C:7]1[CH:12]=[CH:11][C:10]([Br:13])=[CH:9][C:8]=1[F:14].Cl[Si:16]([CH3:19])([CH3:18])[CH3:17].C(=O)=O.CC(C)=O. Product: [Br:13][C:10]1[CH:11]=[CH:12][C:7]([Si:16]([CH3:19])([CH3:18])[CH3:17])=[C:8]([F:14])[CH:9]=1. The catalyst class is: 280.